Dataset: Forward reaction prediction with 1.9M reactions from USPTO patents (1976-2016). Task: Predict the product of the given reaction. (1) Given the reactants [CH:1]1([CH:4](O)[CH:5]2[C:9](=[O:10])[C:8]([C:11]3[C:16]([CH3:17])=[CH:15][C:14]([CH3:18])=[CH:13][C:12]=3[CH3:19])=[C:7]([O:20][CH3:21])[CH2:6]2)[CH2:3][CH2:2]1.CCN(CC)CC.CS(Cl)(=O)=O.C([O-])([O-])=O.[K+].[K+], predict the reaction product. The product is: [CH:1]1([CH:4]=[C:5]2[C:9](=[O:10])[C:8]([C:11]3[C:16]([CH3:17])=[CH:15][C:14]([CH3:18])=[CH:13][C:12]=3[CH3:19])=[C:7]([O:20][CH3:21])[CH2:6]2)[CH2:2][CH2:3]1. (2) Given the reactants [Br:1][C:2]1[N:7]=[C:6]2[N:8]([CH2:12][CH:13]3[CH2:17][CH2:16][C:15](=[O:18])[NH:14]3)C(=O)[NH:10][C:5]2=[N:4][CH:3]=1.BrC1C(N)=NC=C(Br)N=1.Cl.NCC1NC(=O)CC1.C(N(C(C)C)CC)(C)C, predict the reaction product. The product is: [NH2:10][C:5]1[C:6]([NH:8][CH2:12][CH:13]2[NH:14][C:15](=[O:18])[CH2:16][CH2:17]2)=[N:7][C:2]([Br:1])=[CH:3][N:4]=1. (3) Given the reactants C[O:2][C:3]([C:5]1[CH:6]=[C:7]([F:23])[C:8]2[N:9]([CH:20]=[N:21][CH:22]=2)[C:10]=1[NH:11][C:12]1[CH:17]=[CH:16][C:15]([I:18])=[CH:14][C:13]=1[F:19])=[O:4].[OH-].[Na+], predict the reaction product. The product is: [F:23][C:7]1[C:8]2[N:9]([CH:20]=[N:21][CH:22]=2)[C:10]([NH:11][C:12]2[CH:17]=[CH:16][C:15]([I:18])=[CH:14][C:13]=2[F:19])=[C:5]([C:3]([OH:4])=[O:2])[CH:6]=1. (4) Given the reactants [CH3:1][O:2][CH2:3][C:4]([NH:6][C:7]1[C:11]2[CH:12]=[N:13][C:14]([NH:16][C:17]([NH:19][C@@H:20]([C:22]3[CH:27]=[CH:26][CH:25]=[CH:24][CH:23]=3)[CH3:21])=[O:18])=[CH:15][C:10]=2[N:9](C(C2C=CC=CC=2)(C2C=CC=CC=2)C2C=CC=CC=2)[N:8]=1)=[O:5].C([SiH](CC)CC)C, predict the reaction product. The product is: [CH3:1][O:2][CH2:3][C:4]([NH:6][C:7]1[C:11]2[CH:12]=[N:13][C:14]([NH:16][C:17]([NH:19][C@@H:20]([C:22]3[CH:23]=[CH:24][CH:25]=[CH:26][CH:27]=3)[CH3:21])=[O:18])=[CH:15][C:10]=2[NH:9][N:8]=1)=[O:5]. (5) The product is: [N:18]1[CH:19]=[CH:20][CH:21]=[C:16]([N:5]2[CH2:6][C@@H:1]3[CH2:7][C@H:4]2[CH2:3][N:2]3[C:8]([O:10][C:11]([CH3:14])([CH3:13])[CH3:12])=[O:9])[CH:17]=1. Given the reactants [C@H:1]12[CH2:7][C@H:4]([NH:5][CH2:6]1)[CH2:3][N:2]2[C:8]([O:10][C:11]([CH3:14])([CH3:13])[CH3:12])=[O:9].Br[C:16]1[CH:17]=[N:18][CH:19]=[CH:20][CH:21]=1, predict the reaction product. (6) Given the reactants [CH3:1][C:2]([C:5]1[CH:10]=[CH:9][C:8]([C:11]2[C:19]3[C:14](=[CH:15][CH:16]=[CH:17][CH:18]=3)[N:13]([CH2:20][C:21]3[CH:26]=[C:25]([O:27][CH2:28][C:29]4[CH:34]=[CH:33][CH:32]=[CH:31][CH:30]=4)[CH:24]=[C:23]([O:35][CH2:36][CH2:37][O:38][CH3:39])[CH:22]=3)[C:12]=2[C:40]([O:42]CC)=[O:41])=[CH:7][CH:6]=1)([CH3:4])[CH3:3].O.[OH-].[Na+].CCOC(C)=O, predict the reaction product. The product is: [CH3:4][C:2]([C:5]1[CH:6]=[CH:7][C:8]([C:11]2[C:19]3[C:14](=[CH:15][CH:16]=[CH:17][CH:18]=3)[N:13]([CH2:20][C:21]3[CH:26]=[C:25]([O:27][CH2:28][C:29]4[CH:34]=[CH:33][CH:32]=[CH:31][CH:30]=4)[CH:24]=[C:23]([O:35][CH2:36][CH2:37][O:38][CH3:39])[CH:22]=3)[C:12]=2[C:40]([OH:42])=[O:41])=[CH:9][CH:10]=1)([CH3:1])[CH3:3].